Dataset: Forward reaction prediction with 1.9M reactions from USPTO patents (1976-2016). Task: Predict the product of the given reaction. (1) Given the reactants [F:1][C:2]1[CH:7]=[CH:6][CH:5]=[CH:4][C:3]=1[N:8]1[C:16]2[C:11](=[C:12]([N:17]3[CH2:21][CH2:20][NH:19][C:18]3=[O:22])[CH:13]=[CH:14][CH:15]=2)[CH:10]=[N:9]1.[H-].[Na+].Cl[CH2:26][C:27]1[S:28][C:29]([CH:32]2[CH2:34][CH2:33]2)=[N:30][N:31]=1, predict the reaction product. The product is: [CH:32]1([C:29]2[S:28][C:27]([CH2:26][N:19]3[CH2:20][CH2:21][N:17]([C:12]4[CH:13]=[CH:14][CH:15]=[C:16]5[C:11]=4[CH:10]=[N:9][N:8]5[C:3]4[CH:4]=[CH:5][CH:6]=[CH:7][C:2]=4[F:1])[C:18]3=[O:22])=[N:31][N:30]=2)[CH2:34][CH2:33]1. (2) Given the reactants Br[C:2]1[CH:3]=[N:4][N:5]([CH3:15])[C:6]=1[C:7]1[CH:8]=[C:9]([C:12]([OH:14])=[O:13])[S:10][CH:11]=1.[C:16]([O-])([O-])=O.[K+].[K+].CC1(C)COB([C:29]2N(C)N=[CH:31][CH:30]=2)OC1.Cl.O1[CH2:42][CH2:41]OCC1.O, predict the reaction product. The product is: [CH3:15][N:5]1[C:6]([C:7]2[CH:8]=[C:9]([C:12]([OH:14])=[O:13])[S:10][CH:11]=2)=[C:2]([C:29]2[CH:30]=[CH:31][CH:42]=[CH:41][CH:16]=2)[CH:3]=[N:4]1. (3) Given the reactants C([Si](C)(C)[O:6][CH2:7][C@@H:8]1[C@@H:13]([O:14][CH2:15][C:16]2[CH:21]=[CH:20][CH:19]=[CH:18][CH:17]=2)[C@H:12]([O:22][CH2:23][C:24]2[CH:29]=[CH:28][CH:27]=[CH:26][CH:25]=2)[C@@H:11]([O:30][CH2:31][C:32]2[CH:37]=[CH:36][CH:35]=[CH:34][CH:33]=2)[C:10]([C:40]2[CH:45]=[CH:44][C:43]([CH3:46])=[C:42]([CH2:47][C:48]3[CH:57]=[CH:56][C:51]4[O:52][CH2:53][CH2:54][O:55][C:50]=4[CH:49]=3)[CH:41]=2)([O:38][CH3:39])[O:9]1)(C)(C)C.C(Cl)(C)=O, predict the reaction product. The product is: [CH2:15]([O:14][C@H:13]1[C@H:12]([O:22][CH2:23][C:24]2[CH:29]=[CH:28][CH:27]=[CH:26][CH:25]=2)[C@@H:11]([O:30][CH2:31][C:32]2[CH:33]=[CH:34][CH:35]=[CH:36][CH:37]=2)[C:10]([C:40]2[CH:45]=[CH:44][C:43]([CH3:46])=[C:42]([CH2:47][C:48]3[CH:57]=[CH:56][C:51]4[O:52][CH2:53][CH2:54][O:55][C:50]=4[CH:49]=3)[CH:41]=2)([O:38][CH3:39])[O:9][C@@H:8]1[CH2:7][OH:6])[C:16]1[CH:17]=[CH:18][CH:19]=[CH:20][CH:21]=1. (4) Given the reactants O[CH:2]([C:4]1[CH:17]=[CH:16][C:7]2[CH:8]=[C:9]([C:11]([O:13][CH2:14][CH3:15])=[O:12])[S:10][C:6]=2[CH:5]=1)[CH3:3].C1(P([N:32]=[N+:33]=[N-:34])(C2C=CC=CC=2)=O)C=CC=CC=1.C1CCN2C(=NCCC2)CC1.[N-]=[N+]=[N-], predict the reaction product. The product is: [N:32]([CH:2]([C:4]1[CH:17]=[CH:16][C:7]2[CH:8]=[C:9]([C:11]([O:13][CH2:14][CH3:15])=[O:12])[S:10][C:6]=2[CH:5]=1)[CH3:3])=[N+:33]=[N-:34]. (5) Given the reactants [F:1][C:2]1[CH2:7][CH2:6][C:5]([OH:18])([C:8]([O:10]CC2C=CC=CC=2)=[O:9])[CH2:4][CH:3]=1.O.[OH-].[Na+].Cl, predict the reaction product. The product is: [F:1][C:2]1[CH2:7][CH2:6][C:5]([OH:18])([C:8]([OH:10])=[O:9])[CH2:4][CH:3]=1. (6) Given the reactants [NH2:1][C:2]1[CH:3]=[N:4][CH:5]=[CH:6][C:7]=1[N:8]1[CH2:13][C@H:12]([CH3:14])[C@@H:11]([O:15][Si:16]([C:19]([CH3:22])([CH3:21])[CH3:20])([CH3:18])[CH3:17])[C@H:10]([NH:23][C:24](=[O:30])[O:25][C:26]([CH3:29])([CH3:28])[CH3:27])[CH2:9]1.[CH3:31][C:32]([O:35][C:36](O[C:36]([O:35][C:32]([CH3:34])([CH3:33])[CH3:31])=[O:37])=[O:37])([CH3:34])[CH3:33], predict the reaction product. The product is: [C:32]([O:35][C:36]([N:1]([C:2]1[CH:3]=[N:4][CH:5]=[CH:6][C:7]=1[N:8]1[CH2:13][C@H:12]([CH3:14])[C@@H:11]([O:15][Si:16]([C:19]([CH3:22])([CH3:21])[CH3:20])([CH3:18])[CH3:17])[C@H:10]([NH:23][C:24]([O:25][C:26]([CH3:29])([CH3:28])[CH3:27])=[O:30])[CH2:9]1)[C:24](=[O:30])[O:25][C:26]([CH3:29])([CH3:28])[CH3:27])=[O:37])([CH3:34])([CH3:33])[CH3:31].